From a dataset of Forward reaction prediction with 1.9M reactions from USPTO patents (1976-2016). Predict the product of the given reaction. (1) Given the reactants [OH:1][CH2:2][CH2:3][C:4]1[CH:5]=[C:6]([CH:29]=[CH:30][CH:31]=1)[O:7][CH2:8][CH2:9][N:10]1[CH2:28][CH2:27][C:13]2([O:18][CH2:17][CH2:16][N:15]([C:19]([C:21]3[N:22]=[C:23]([CH3:26])[S:24][CH:25]=3)=[O:20])[CH2:14]2)[CH2:12][CH2:11]1.FC(F)(F)C(O)=O.CC(OI1(OC(C)=O)(OC(C)=O)OC(=O)C2C=CC=CC1=2)=O, predict the reaction product. The product is: [CH3:26][C:23]1[S:24][CH:25]=[C:21]([C:19]([N:15]2[CH2:14][C:13]3([CH2:27][CH2:28][N:10]([CH2:9][CH2:8][O:7][C:6]4[CH:5]=[C:4]([CH2:3][CH:2]=[O:1])[CH:31]=[CH:30][CH:29]=4)[CH2:11][CH2:12]3)[O:18][CH2:17][CH2:16]2)=[O:20])[N:22]=1. (2) Given the reactants [CH3:1][N:2]1[CH2:14][CH2:13][C:5]2[NH:6][C:7]3[CH:8]=[CH:9][CH:10]=[CH:11][C:12]=3[C:4]=2[CH2:3]1.[CH:15]([C:17]1[CH:22]=[CH:21][N:20]=[CH:19][CH:18]=1)=[CH2:16].[Na].FC(F)(F)C([O-])=O, predict the reaction product. The product is: [CH3:1][N:2]1[CH2:14][CH2:13][C:5]2[N:6]([CH2:16][CH2:15][C:17]3[CH:22]=[CH:21][N:20]=[CH:19][CH:18]=3)[C:7]3[CH:8]=[CH:9][CH:10]=[CH:11][C:12]=3[C:4]=2[CH2:3]1. (3) The product is: [CH3:24][N:2]([CH3:1])[C:3]1[N:23]=[C:6]2[CH:7]=[C:8]([NH:11][C:12]([C:14]3[N:18]([CH3:19])[N:17]=[CH:16][C:15]=3[C:20]([N:25]3[CH2:30][CH2:29][O:28][CH2:27][CH2:26]3)=[O:22])=[O:13])[CH:9]=[CH:10][N:5]2[N:4]=1. Given the reactants [CH3:1][N:2]([CH3:24])[C:3]1[N:23]=[C:6]2[CH:7]=[C:8]([NH:11][C:12]([C:14]3[N:18]([CH3:19])[N:17]=[CH:16][C:15]=3[C:20]([OH:22])=O)=[O:13])[CH:9]=[CH:10][N:5]2[N:4]=1.[NH:25]1[CH2:30][CH2:29][O:28][CH2:27][CH2:26]1.CCCP(=O)=O.C(N(C(C)C)CC)(C)C, predict the reaction product. (4) The product is: [N:19]1[CH:20]=[CH:21][CH:22]=[C:17]([CH2:6][N:8]2[CH2:9][CH2:10][NH:11][CH2:12][CH2:13]2)[CH:18]=1. Given the reactants C(O[C:6]([N:8]1[CH2:13][CH2:12][NH:11][CH2:10][CH2:9]1)=O)(C)(C)C.Cl.ClC[C:17]1[CH:18]=[N:19][CH:20]=[CH:21][CH:22]=1.C(=O)([O-])[O-].[Cs+].[Cs+].C(O)(C(F)(F)F)=O, predict the reaction product.